From a dataset of Catalyst prediction with 721,799 reactions and 888 catalyst types from USPTO. Predict which catalyst facilitates the given reaction. (1) Reactant: [F:1][C:2]1[CH:7]=[C:6]([CH2:8][OH:9])[CH:5]=[CH:4][N:3]=1.[Si:10](Cl)([C:13]([CH3:16])([CH3:15])[CH3:14])([CH3:12])[CH3:11].N1C=CN=C1.C(OCC)(=O)C. Product: [Si:10]([O:9][CH2:8][C:6]1[CH:5]=[CH:4][N:3]=[C:2]([F:1])[CH:7]=1)([C:13]([CH3:16])([CH3:15])[CH3:14])([CH3:12])[CH3:11]. The catalyst class is: 4. (2) Reactant: [CH3:1][C:2]1[C:6]([CH2:7][N:8]2[CH:12]=[C:11]([NH2:13])[N:10]=[CH:9]2)=[C:5]([CH3:14])[O:4][N:3]=1.[O:15]1[C:19]2[CH:20]=[CH:21][C:22]([C:24](Cl)=[O:25])=[CH:23][C:18]=2[O:17][CH2:16]1.C(N(CC)CC)C. Product: [CH3:1][C:2]1[C:6]([CH2:7][N:8]2[CH:12]=[C:11]([NH:13][C:24]([C:22]3[CH:21]=[CH:20][C:19]4[O:15][CH2:16][O:17][C:18]=4[CH:23]=3)=[O:25])[N:10]=[CH:9]2)=[C:5]([CH3:14])[O:4][N:3]=1. The catalyst class is: 4. (3) Reactant: [CH2:1]([C:8]1[S:12][C:11]([NH2:13])=[CH:10][C:9]=1[C:14]1[CH:19]=[CH:18][CH:17]=[CH:16][CH:15]=1)[C:2]1[CH:7]=[CH:6][CH:5]=[CH:4][CH:3]=1.[O:20]1[C:24]2[CH:25]=[CH:26][C:27]([C:29](=[O:35])[CH2:30][CH2:31][C:32](O)=[O:33])=[CH:28][C:23]=2[CH2:22][CH2:21]1.C1C=CC2N(O)N=NC=2C=1.CCN=C=NCCCN(C)C. Product: [CH2:1]([C:8]1[S:12][C:11]([NH:13][C:32](=[O:33])[CH2:31][CH2:30][C:29]([C:27]2[CH:26]=[CH:25][C:24]3[O:20][CH2:21][CH2:22][C:23]=3[CH:28]=2)=[O:35])=[CH:10][C:9]=1[C:14]1[CH:19]=[CH:18][CH:17]=[CH:16][CH:15]=1)[C:2]1[CH:3]=[CH:4][CH:5]=[CH:6][CH:7]=1. The catalyst class is: 10. (4) Reactant: [CH2:1]([O:3][C:4](=[O:25])[CH2:5][C:6]([CH3:24])([CH3:23])[C:7]([C:9]1[CH:14]=[CH:13][C:12]([O:15]CC2C=CC=CC=2)=[CH:11][CH:10]=1)=[O:8])[CH3:2]. Product: [CH2:1]([O:3][C:4](=[O:25])[CH2:5][C:6]([CH3:24])([CH3:23])[C:7]([C:9]1[CH:10]=[CH:11][C:12]([OH:15])=[CH:13][CH:14]=1)=[O:8])[CH3:2]. The catalyst class is: 19. (5) Reactant: Cl[C:2]1[C:11]2[C:6](=[CH:7][C:8]([O:14][CH2:15][CH2:16][CH2:17][N:18]3[CH2:23][CH2:22][CH2:21][CH2:20][CH2:19]3)=[C:9]([O:12][CH3:13])[CH:10]=2)[N:5]=[CH:4][N:3]=1.[OH:24][C:25]1[CH:33]=[C:32]2[C:28]([CH:29]=[CH:30][NH:31]2)=[CH:27][CH:26]=1.C(=O)([O-])[O-].[Cs+].[Cs+]. Product: [NH:31]1[C:32]2[C:28](=[CH:27][CH:26]=[C:25]([O:24][C:2]3[C:11]4[C:6](=[CH:7][C:8]([O:14][CH2:15][CH2:16][CH2:17][N:18]5[CH2:23][CH2:22][CH2:21][CH2:20][CH2:19]5)=[C:9]([O:12][CH3:13])[CH:10]=4)[N:5]=[CH:4][N:3]=3)[CH:33]=2)[CH:29]=[CH:30]1. The catalyst class is: 18. (6) Reactant: [CH3:1][C@H:2]1[C@@H:6]([C:7]2[N:11]3[C:12]4[CH:18]=[CH:17][N:16](COCC[Si](C)(C)C)[C:13]=4[N:14]=[CH:15][C:10]3=[N:9][N:8]=2)[CH2:5][C@@H:4]([CH2:27][CH2:28][C:29]#[N:30])[CH2:3]1.C(O)(C(F)(F)F)=O.[OH-].[NH4+].O. The catalyst class is: 2. Product: [CH3:1][C@H:2]1[C@@H:6]([C:7]2[N:11]3[C:12]4[CH:18]=[CH:17][NH:16][C:13]=4[N:14]=[CH:15][C:10]3=[N:9][N:8]=2)[CH2:5][C@@H:4]([CH2:27][CH2:28][C:29]#[N:30])[CH2:3]1.